This data is from Forward reaction prediction with 1.9M reactions from USPTO patents (1976-2016). The task is: Predict the product of the given reaction. (1) Given the reactants [Cl-].[Al+3].[Cl-].[Cl-].[Cl:5][C:6]1[CH:14]=[C:13]([Cl:15])[CH:12]=[CH:11][C:7]=1[C:8](Cl)=[O:9].[CH3:16][O:17][C:18]([C:20]1[CH:29]=[CH:28][C:23]2[S:24][C:25]([CH3:27])=[CH:26][C:22]=2[CH:21]=1)=[O:19].C(OCC)(=O)C, predict the reaction product. The product is: [Cl:5][C:6]1[CH:14]=[C:13]([Cl:15])[CH:12]=[CH:11][C:7]=1[C:8]([C:26]1[C:22]2[CH:21]=[C:20]([C:18]([O:17][CH3:16])=[O:19])[CH:29]=[CH:28][C:23]=2[S:24][C:25]=1[CH3:27])=[O:9]. (2) Given the reactants [Mg:1].[Br:2][CH2:3][CH2:4][Br:5].CS(O[C:11]1([CH2:14][CH2:15][Br:16])CC1)(=O)=O.[Br-].[Mg+2].[Br-].[Cl-].[NH4+], predict the reaction product. The product is: [Br-:2].[Mg+2:1].[Br-:16].[Br:5][CH2:4][CH2:3][C:14]([CH2:15][Br:16])=[CH2:11]. (3) The product is: [Br:1][C:2]1[CH:3]=[C:4]2[O:8][CH2:7][CH2:6][C:5]2=[C:9]2[C:10]=1[NH:11][C:21]1[C:20](=[O:23])[NH:11][CH2:10][CH2:9][C:5]2=1. Given the reactants [Br:1][C:2]1[C:10]([NH:11]N=C2CCCNC2=O)=[CH:9][C:5]2[CH2:6][CH2:7][O:8][C:4]=2[CH:3]=1.[C:20]([OH:23])(=O)[CH3:21], predict the reaction product. (4) Given the reactants Cl.C[O:3][C:4](=O)[CH2:5][NH2:6].[NH2:8][C@H:9]([C:15]([OH:17])=[O:16])[CH2:10][CH2:11][C:12](=[O:14])[NH2:13], predict the reaction product. The product is: [NH2:6][CH2:5][C:4]([NH:8][C@H:9]([C:15]([OH:17])=[O:16])[CH2:10][CH2:11][C:12](=[O:14])[NH2:13])=[O:3]. (5) Given the reactants [CH3:1][C:2]1[C:6]([C:7]2[CH:19]=[C:18]([C:20]([NH2:22])=[O:21])[C:17]3[C:16]4[C:11](=[CH:12][CH:13]=[C:14]([C:23]([N:25]5[CH2:30][C@H:29]([CH3:31])[O:28][C@H:27]([CH3:32])[CH2:26]5)=[O:24])[CH:15]=4)[NH:10][C:9]=3[CH:8]=2)=[C:5]([CH3:33])[O:4][N:3]=1.[H-].[Na+].[C:36](Cl)(=[O:43])[C:37]1[CH:42]=[CH:41][CH:40]=[CH:39][CH:38]=1, predict the reaction product. The product is: [C:36]([N:10]1[C:9]2[CH:8]=[C:7]([C:6]3[C:2]([CH3:1])=[N:3][O:4][C:5]=3[CH3:33])[CH:19]=[C:18]([C:20]([NH2:22])=[O:21])[C:17]=2[C:16]2[C:11]1=[CH:12][CH:13]=[C:14]([C:23]([N:25]1[CH2:26][C@H:27]([CH3:32])[O:28][C@H:29]([CH3:31])[CH2:30]1)=[O:24])[CH:15]=2)(=[O:43])[C:37]1[CH:42]=[CH:41][CH:40]=[CH:39][CH:38]=1. (6) Given the reactants CCN(C(C)C)C(C)C.[C:10]1([CH2:16][O:17][C:18]2[CH:19]=[C:20]([CH:24]=[C:25]([O:27][C@@H:28]([CH3:38])[CH2:29][O:30][Si:31]([C:34]([CH3:37])([CH3:36])[CH3:35])([CH3:33])[CH3:32])[CH:26]=2)[C:21]([OH:23])=O)[CH:15]=[CH:14][CH:13]=[CH:12][CH:11]=1.CN(C([O:46]N1N=NC2C=CC=NC1=2)=[N+](C)C)C.F[P-](F)(F)(F)(F)F.[NH2:63][C:64]1[S:65][C:66]([CH3:69])=[CH:67][N:68]=1, predict the reaction product. The product is: [C:16]([O:17][C:18]1[CH:19]=[C:20]([CH:24]=[C:25]([O:27][C@@H:28]([CH3:38])[CH2:29][O:30][Si:31]([C:34]([CH3:36])([CH3:37])[CH3:35])([CH3:33])[CH3:32])[CH:26]=1)[C:21]([NH:63][C:64]1[S:65][C:66]([CH3:69])=[CH:67][N:68]=1)=[O:23])(=[O:46])[C:10]1[CH:15]=[CH:14][CH:13]=[CH:12][CH:11]=1. (7) Given the reactants [C:1]1([NH:7][C:8](=[O:10])[CH3:9])[CH:6]=[CH:5][CH:4]=[CH:3][CH:2]=1.[Cl:11][CH2:12][CH2:13][CH2:14][C:15](Cl)=[O:16].[Cl-].[Cl-].[Cl-].[Al+3], predict the reaction product. The product is: [Cl:11][CH2:12][CH2:13][CH2:14][C:15]([C:4]1[CH:5]=[CH:6][C:1]([NH:7][C:8](=[O:10])[CH3:9])=[CH:2][CH:3]=1)=[O:16].